Dataset: Full USPTO retrosynthesis dataset with 1.9M reactions from patents (1976-2016). Task: Predict the reactants needed to synthesize the given product. (1) Given the product [CH3:1][C:2]1[NH:8][C:7]([NH:9][C:23]([C:18]2[NH:17][CH:21]=[CH:20][N:19]=2)=[O:24])=[N:6][C:4](=[O:5])[CH:3]=1, predict the reactants needed to synthesize it. The reactants are: [CH3:1][C:2]1[NH:8][C:7]([NH2:9])=[N:6][C:4](=[O:5])[CH:3]=1.C([N:17]1[CH:21]=[CH:20][N:19]=[CH:18]1)([N:17]1[CH:21]=[CH:20][N:19]=[CH:18]1)=O.C[C:23](C)=[O:24]. (2) Given the product [CH3:46][C:10]1([CH3:47])[CH2:9][NH:8][CH2:13][CH2:12][N:11]1[CH2:14][C:15]1[CH:20]=[C:19]([C:21]2[CH:26]=[CH:25][C:24]([OH:27])=[CH:23][C:22]=2[F:35])[N:18]=[C:17]2[N:36]([CH:40]3[CH2:45][CH2:44][CH2:43][CH2:42][O:41]3)[N:37]=[C:38]([CH3:39])[C:16]=12, predict the reactants needed to synthesize it. The reactants are: C([N:8]1[CH2:13][CH2:12][N:11]([CH2:14][C:15]2[CH:20]=[C:19]([C:21]3[CH:26]=[CH:25][C:24]([O:27]CC4C=CC=CC=4)=[CH:23][C:22]=3[F:35])[N:18]=[C:17]3[N:36]([CH:40]4[CH2:45][CH2:44][CH2:43][CH2:42][O:41]4)[N:37]=[C:38]([CH3:39])[C:16]=23)[C:10]([CH3:47])([CH3:46])[CH2:9]1)C1C=CC=CC=1. (3) Given the product [Cl:13][C:14]1[N:15]=[CH:16][N:17]=[C:18]([N:1]2[C:9]3[C:4](=[CH:5][CH:6]=[CH:7][CH:8]=3)[C:3]([C:10]([OH:12])=[O:11])=[N:2]2)[CH:19]=1, predict the reactants needed to synthesize it. The reactants are: [NH:1]1[C:9]2[C:4](=[CH:5][CH:6]=[CH:7][CH:8]=2)[C:3]([C:10]([OH:12])=[O:11])=[N:2]1.[Cl:13][C:14]1[CH:19]=[C:18](Cl)[N:17]=[CH:16][N:15]=1. (4) Given the product [OH:16][C:6]1[C:5]([OH:4])=[CH:10][C:9]([C:11]#[N:12])=[C:8]([C:23]2[CH:24]=[C:25]([CH3:31])[C:26]([O:27][CH:28]([CH3:29])[CH3:30])=[C:21]([CH3:20])[CH:22]=2)[C:7]=1[C:14]#[N:15], predict the reactants needed to synthesize it. The reactants are: C([O:4][C:5]1[CH:10]=[C:9]([C:11]#[N:12])[C:8](Br)=[C:7]([C:14]#[N:15])[C:6]=1[O:16]C(=O)C)(=O)C.[CH3:20][C:21]1[CH:22]=[C:23](B(O)O)[CH:24]=[C:25]([CH3:31])[C:26]=1[O:27][CH:28]([CH3:30])[CH3:29]. (5) Given the product [CH3:34][C:23]1[CH:22]=[C:21]([C:19]([N:10]2[C:11]3[CH:18]=[CH:17][CH:16]=[CH:15][C:12]=3[CH2:13][N:14]3[C:5]([C:3]([NH:45][CH:38]([C:39]4[CH:44]=[CH:43][CH:42]=[CH:41][CH:40]=4)[CH3:37])=[O:4])=[CH:6][CH:7]=[C:8]3[CH2:9]2)=[O:20])[CH:26]=[CH:25][C:24]=1[C:27]1[CH:32]=[CH:31][CH:30]=[CH:29][C:28]=1[CH3:33], predict the reactants needed to synthesize it. The reactants are: ClC(Cl)(Cl)[C:3]([C:5]1[N:14]2[C:8]([CH2:9][N:10]([C:19]([C:21]3[CH:26]=[CH:25][C:24]([C:27]4[CH:32]=[CH:31][CH:30]=[CH:29][C:28]=4[CH3:33])=[C:23]([CH3:34])[CH:22]=3)=[O:20])[C:11]3[CH:18]=[CH:17][CH:16]=[CH:15][C:12]=3[CH2:13]2)=[CH:7][CH:6]=1)=[O:4].[CH3:37][CH:38]([NH2:45])[C:39]1[CH:44]=[CH:43][CH:42]=[CH:41][CH:40]=1.CS(C)=O.